This data is from Reaction yield outcomes from USPTO patents with 853,638 reactions. The task is: Predict the reaction yield, written as a fraction of the theoretical maximum amount of product (1.0 means a 100% yield; for example, 0.34 means a 34% yield). (1) The reactants are [Cl:1][C:2]1[C:10]2[N:9]=[C:8]([NH:11][C:12]3[C:17]([Cl:18])=[CH:16][C:15]([O:19][CH3:20])=[CH:14][C:13]=3[Cl:21])[N:7]([CH2:22][CH2:23][CH2:24]O)[C:6]=2[C:5]([C:26]([O:28][CH3:29])=[O:27])=[CH:4][CH:3]=1.C(N(CC)CC)C.CS(Cl)(=O)=O.C(=O)([O-])[O-].[K+].[K+]. The catalyst is O1CCCC1.C(OCC)(=O)C.CN(C)C=O. The product is [Cl:1][C:2]1[CH:3]=[CH:4][C:5]([C:26]([O:28][CH3:29])=[O:27])=[C:6]2[C:10]=1[N:9]=[C:8]1[N:11]([C:12]3[C:13]([Cl:21])=[CH:14][C:15]([O:19][CH3:20])=[CH:16][C:17]=3[Cl:18])[CH2:24][CH2:23][CH2:22][N:7]21. The yield is 0.860. (2) The reactants are F[C:2]1[CH:7]=[C:6]([C:8]([F:11])([F:10])[F:9])[CH:5]=[C:4]([N+:12]([O-:14])=[O:13])[CH:3]=1.C([O-])([O-])=O.[K+].[K+].[CH3:21][C:22]1[CH:23]=[N:24][NH:25][CH:26]=1. The catalyst is CN(C=O)C. The product is [CH3:21][C:22]1[CH:23]=[N:24][N:25]([C:2]2[CH:7]=[C:6]([C:8]([F:11])([F:10])[F:9])[CH:5]=[C:4]([N+:12]([O-:14])=[O:13])[CH:3]=2)[CH:26]=1. The yield is 0.702. (3) The reactants are [CH:1]1([C:7]2[N:12]([C:13]3[CH:18]=[CH:17][C:16]([C:19]([CH3:22])([CH3:21])[CH3:20])=[CH:15][CH:14]=3)[C:11](=[O:23])[CH:10]=[C:9]([OH:24])[N:8]=2)[CH2:6][CH2:5][CH2:4][CH2:3][CH2:2]1.[Cl-].C[Al+]C.CCCCCC.C(C1C=C[C:42]([NH2:43])=CC=1)(C)(C)C.C1(C#N)CCCCC1.C(OCC)(=O)[CH2:55][C:56]([O:58]CC)=[O:57].C[O-:66].[Na+]. The catalyst is C1(C)C=CC=CC=1.O.COCCO. The product is [CH:1]1([C:7]2[N:12]([C:13]3[CH:18]=[CH:17][C:16]([C:19]([CH3:21])([CH3:20])[CH3:22])=[CH:15][CH:14]=3)[C:11](=[O:23])[C:10]([C:42]([NH:43][CH2:55][C:56]([OH:58])=[O:57])=[O:66])=[C:9]([OH:24])[N:8]=2)[CH2:2][CH2:3][CH2:4][CH2:5][CH2:6]1. The yield is 0.310. (4) The reactants are C(O[C:4](=[O:22])[C:5](=[CH:11][NH:12][C:13]1[CH:18]=[C:17]([O:19][CH3:20])[CH:16]=[CH:15][C:14]=1[Br:21])[C:6]([O:8][CH2:9][CH3:10])=[O:7])C.C(=O)(O)[O-].[Na+]. The catalyst is C(O)C. The product is [CH2:9]([O:8][C:6]([C:5]1[C:4](=[O:22])[C:18]2[C:13](=[C:14]([Br:21])[CH:15]=[CH:16][C:17]=2[O:19][CH3:20])[NH:12][CH:11]=1)=[O:7])[CH3:10]. The yield is 0.300. (5) The reactants are [Cl:1][C:2]1[CH:3]=[CH:4][C:5]2[O:10][CH:9]([C:11]([OH:13])=O)[CH2:8][N:7]([CH3:14])[C:6]=2[CH:15]=1.[F:16][C:17]1[CH:30]=[CH:29][C:20]([CH2:21][N:22]2[CH2:28][CH2:27][CH2:26][NH:25][CH2:24][CH2:23]2)=[CH:19][CH:18]=1.CCN=C=NCCCN(C)C.C1C=CC2N(O)N=NC=2C=1.CCN(C(C)C)C(C)C. The catalyst is CN(C=O)C.O. The product is [Cl:1][C:2]1[CH:3]=[CH:4][C:5]2[O:10][CH:9]([C:11]([N:25]3[CH2:24][CH2:23][N:22]([CH2:21][C:20]4[CH:19]=[CH:18][C:17]([F:16])=[CH:30][CH:29]=4)[CH2:28][C@H:27]3[CH3:26])=[O:13])[CH2:8][N:7]([CH3:14])[C:6]=2[CH:15]=1. The yield is 0.270. (6) The yield is 0.520. The catalyst is O1CCOCC1. The product is [Cl:1][C:2]1[CH:7]=[C:6]([N:17]2[CH2:22][CH2:21][O:20][CH2:19][CH2:18]2)[N:5]2[N:9]=[C:10]([C:12]3[S:13][CH:14]=[CH:15][CH:16]=3)[CH:11]=[C:4]2[N:3]=1. The reactants are [Cl:1][C:2]1[CH:7]=[C:6](Cl)[N:5]2[N:9]=[C:10]([C:12]3[S:13][CH:14]=[CH:15][CH:16]=3)[CH:11]=[C:4]2[N:3]=1.[NH:17]1[CH2:22][CH2:21][O:20][CH2:19][CH2:18]1. (7) The reactants are [O:1]=[CH:2][C@@H:3]([C@@H:5]([C@@H:7]([CH2:9][OH:10])[OH:8])[OH:6])[OH:4].CO[C:13](OC)([CH3:15])[CH3:14]. The catalyst is CC(C)=O.CC1C=CC(S(O)(=O)=O)=CC=1.O.C([O-])(O)=O.[Na+]. The product is [OH:1][CH2:2][CH:3]1[CH:5]2[O:6][C:13]([CH3:15])([CH3:14])[O:8][CH:7]2[CH:9]([OH:10])[O:4]1. The yield is 0.900. (8) The reactants are [Br:1][C:2]1[S:6][CH:5]=[C:4]([C:7]([NH2:10])([CH3:9])[CH3:8])[CH:3]=1.[C:11](=O)([O:22][CH:23]1[CH:28]2[CH2:29][CH2:30][N:25]([CH2:26][CH2:27]2)[CH2:24]1)[O:12]C1C=CC([N+]([O-])=O)=CC=1. The catalyst is C1COCC1.CN(C)C1C=CN=CC=1. The product is [N:25]12[CH2:30][CH2:29][CH:28]([CH2:27][CH2:26]1)[CH:23]([O:22][C:11](=[O:12])[NH:10][C:7]1([C:4]3[CH:3]=[C:2]([Br:1])[S:6][CH:5]=3)[CH2:9][CH2:8]1)[CH2:24]2. The yield is 0.490. (9) The reactants are [C:1]1([C@H:7]2[CH2:9][O:8]2)[CH:6]=[CH:5][CH:4]=[CH:3][CH:2]=1.[F:10][C:11]([F:15])([F:14])[CH2:12][OH:13]. No catalyst specified. The product is [C:1]1([CH:7]([O:13][CH2:12][C:11]([F:15])([F:14])[F:10])[CH2:9][OH:8])[CH:2]=[CH:3][CH:4]=[CH:5][CH:6]=1. The yield is 0.220. (10) The reactants are Br[C:2]1[CH:14]=[CH:13][C:12]2[C:11]3[C:6](=[CH:7][C:8](Br)=[CH:9][CH:10]=3)[C:5](=[O:16])[C:4]=2[CH:3]=1.[CH2:17]([N:19]([CH2:23][CH3:24])[CH2:20][C:21]#[CH:22])[CH3:18].[CH2:25]([N:27]([CH2:30][CH3:31])[CH2:28][CH3:29])[CH3:26].[CH3:32]N(C=O)C. The catalyst is CCOC(C)=O.Cl[Pd-2](Cl)(P(C1C=CC=CC=1)(C1C=CC=CC=1)C1C=CC=CC=1)P(C1C=CC=CC=1)(C1C=CC=CC=1)C1C=CC=CC=1.[Cu]I. The product is [CH2:17]([N:19]([CH2:23][CH3:24])[CH2:20][C:21]#[C:22][C:2]1[CH:14]=[CH:13][C:12]2[C:11]3[C:6](=[CH:7][C:8]([C:32]#[C:26][CH2:25][N:27]([CH2:30][CH3:31])[CH2:28][CH3:29])=[CH:9][CH:10]=3)[C:5](=[O:16])[C:4]=2[CH:3]=1)[CH3:18]. The yield is 0.950.